From a dataset of hERG Central: cardiac toxicity at 1µM, 10µM, and general inhibition. Predict hERG channel inhibition at various concentrations. (1) The compound is COc1ccc2ccccc2c1CN(C)Cc1ccccc1.O=C(O)C(=O)O. Results: hERG_inhib (hERG inhibition (general)): blocker. (2) The compound is CCN1CCN(C2CCCCC2NS(=O)(=O)c2ccc(Cl)cc2)CC1. Results: hERG_inhib (hERG inhibition (general)): blocker. (3) The molecule is Br.CCn1c(=N)n(CC(=O)c2ccc(Br)s2)c2ccccc21. Results: hERG_inhib (hERG inhibition (general)): blocker. (4) Results: hERG_inhib (hERG inhibition (general)): blocker. The compound is N#Cc1ccc(Oc2ccc(C(F)(F)F)cc2NC(=O)c2ccc(F)cc2)cc1.